From a dataset of Forward reaction prediction with 1.9M reactions from USPTO patents (1976-2016). Predict the product of the given reaction. (1) Given the reactants [Br:1][C:2]1[CH:7]=[CH:6][C:5]([C@@H:8]([NH:10][CH2:11][CH2:12][C:13]2[CH:18]=[C:17]([O:19][CH3:20])[C:16]([N+:21]([O-:23])=[O:22])=[CH:15][C:14]=2[Cl:24])[CH3:9])=[CH:4][CH:3]=1.C(N(CC)CC)C.[CH3:32][C:33]([O:36][C:37](O[C:37]([O:36][C:33]([CH3:35])([CH3:34])[CH3:32])=[O:38])=[O:38])([CH3:35])[CH3:34].O, predict the reaction product. The product is: [C:33]([O:36][C:37](=[O:38])[N:10]([C@H:8]([C:5]1[CH:6]=[CH:7][C:2]([Br:1])=[CH:3][CH:4]=1)[CH3:9])[CH2:11][CH2:12][C:13]1[CH:18]=[C:17]([O:19][CH3:20])[C:16]([N+:21]([O-:23])=[O:22])=[CH:15][C:14]=1[Cl:24])([CH3:35])([CH3:34])[CH3:32]. (2) Given the reactants [CH2:1]([O:8][CH2:9][CH:10]=[O:11])[C:2]1[CH:7]=[CH:6][CH:5]=[CH:4][CH:3]=1.[CH3:12][C:13]([CH3:18])([CH2:16]O)[CH2:14][OH:15], predict the reaction product. The product is: [CH2:1]([O:8][CH2:9][CH:10]1[O:15][CH2:14][C:13]([CH3:18])([CH3:16])[CH2:12][O:11]1)[C:2]1[CH:7]=[CH:6][CH:5]=[CH:4][CH:3]=1. (3) Given the reactants [BH4-].[Na+].Cl.[NH2:4][C:5]([C:10]1[CH:15]=[CH:14][CH:13]=[C:12]([Br:16])[CH:11]=1)([CH3:9])[C:6](O)=[O:7].B(F)(F)F.O(CC)CC, predict the reaction product. The product is: [NH2:4][C:5]([C:10]1[CH:15]=[CH:14][CH:13]=[C:12]([Br:16])[CH:11]=1)([CH3:9])[CH2:6][OH:7]. (4) Given the reactants [C:1]1([CH2:7][CH2:8][CH2:9][NH2:10])[CH:6]=[CH:5][CH:4]=[CH:3][CH:2]=1.[Li]CCCC.C([O:18][C:19](=O)[C:20]1[CH:25]=[C:24]([C:26]2[CH:31]=[CH:30][CH:29]=[C:28]([Cl:32])[CH:27]=2)[C:23]([O:33][CH2:34][CH2:35][OH:36])=[C:22]([C:37]2[CH:42]=[CH:41][CH:40]=[C:39]([Cl:43])[CH:38]=2)[CH:21]=1)C, predict the reaction product. The product is: [C:1]1([CH2:7][CH2:8][CH2:9][NH:10][C:19](=[O:18])[C:20]2[CH:21]=[C:22]([C:37]3[CH:42]=[CH:41][CH:40]=[C:39]([Cl:43])[CH:38]=3)[C:23]([O:33][CH2:34][CH2:35][OH:36])=[C:24]([C:26]3[CH:31]=[CH:30][CH:29]=[C:28]([Cl:32])[CH:27]=3)[CH:25]=2)[CH:6]=[CH:5][CH:4]=[CH:3][CH:2]=1. (5) Given the reactants [Br:1][C:2]1[C:3]([CH3:14])=[N:4][NH:5][C:6]=1[C:7]1[CH:12]=[CH:11][C:10]([F:13])=[CH:9][CH:8]=1.[CH2:15]([O:22][CH2:23][C:24]1([CH2:28]O)[CH2:27][CH2:26][CH2:25]1)[C:16]1[CH:21]=[CH:20][CH:19]=[CH:18][CH:17]=1.C1(P(C2C=CC=CC=2)C2C=CC=CC=2)C=CC=CC=1.N(C(OC(C)C)=O)=NC(OC(C)C)=O, predict the reaction product. The product is: [CH2:15]([O:22][CH2:23][C:24]1([CH2:28][N:5]2[C:6]([C:7]3[CH:12]=[CH:11][C:10]([F:13])=[CH:9][CH:8]=3)=[C:2]([Br:1])[C:3]([CH3:14])=[N:4]2)[CH2:27][CH2:26][CH2:25]1)[C:16]1[CH:21]=[CH:20][CH:19]=[CH:18][CH:17]=1. (6) The product is: [C:1]([C:3]1[C:4]([N:15]2[CH2:21][CH2:20][CH2:19][N:18]([C:41]([NH:40][S:37]([C:31]3[CH:32]=[CH:33][CH:34]=[CH:35][CH:36]=3)(=[O:39])=[O:38])=[O:42])[CH2:17][CH2:16]2)=[N:5][C:6]([CH3:14])=[C:7]([CH:13]=1)[C:8]([O:10][CH2:11][CH3:12])=[O:9])#[N:2]. Given the reactants [C:1]([C:3]1[C:4]([N:15]2[CH2:21][CH2:20][CH2:19][NH:18][CH2:17][CH2:16]2)=[N:5][C:6]([CH3:14])=[C:7]([CH:13]=1)[C:8]([O:10][CH2:11][CH3:12])=[O:9])#[N:2].CCN(C(C)C)C(C)C.[C:31]1([S:37]([N:40]=[C:41]=[O:42])(=[O:39])=[O:38])[CH:36]=[CH:35][CH:34]=[CH:33][CH:32]=1.CCOC(C)=O, predict the reaction product. (7) Given the reactants [CH3:1][O:2][C:3]1[CH:8]=[CH:7][C:6]([CH2:9][C:10]([OH:12])=[O:11])=[CH:5][C:4]=1[O:13][C:14]1[CH:19]=[CH:18][C:17]([C:20]([F:23])([F:22])[F:21])=[CH:16][C:15]=1[CH2:24][S:25][CH2:26][CH2:27][C:28]1[CH:33]=[CH:32][CH:31]=[CH:30][CH:29]=1.ClC1C=CC=C(C(OO)=[O:42])C=1, predict the reaction product. The product is: [CH3:1][O:2][C:3]1[CH:8]=[CH:7][C:6]([CH2:9][C:10]([OH:12])=[O:11])=[CH:5][C:4]=1[O:13][C:14]1[CH:19]=[CH:18][C:17]([C:20]([F:21])([F:23])[F:22])=[CH:16][C:15]=1[CH2:24][S:25]([CH2:26][CH2:27][C:28]1[CH:33]=[CH:32][CH:31]=[CH:30][CH:29]=1)=[O:42].